Dataset: Peptide-MHC class II binding affinity with 134,281 pairs from IEDB. Task: Regression. Given a peptide amino acid sequence and an MHC pseudo amino acid sequence, predict their binding affinity value. This is MHC class II binding data. (1) The peptide sequence is PVLSAFKKFPKFNRV. The MHC is HLA-DPA10301-DPB10402 with pseudo-sequence HLA-DPA10301-DPB10402. The binding affinity (normalized) is 0.592. (2) The binding affinity (normalized) is 0.556. The peptide sequence is EKKGFAATQFEPLAA. The MHC is HLA-DPA10201-DPB10501 with pseudo-sequence HLA-DPA10201-DPB10501. (3) The peptide sequence is GTGSLVITASMSGHI. The MHC is HLA-DQA10102-DQB10502 with pseudo-sequence HLA-DQA10102-DQB10502. The binding affinity (normalized) is 0.0568. (4) The peptide sequence is GELQIVDKIDAAFKI. The MHC is HLA-DQA10102-DQB10502 with pseudo-sequence HLA-DQA10102-DQB10502. The binding affinity (normalized) is 0.234. (5) The peptide sequence is RWFHERGYVKLEGRV. The MHC is DRB3_0301 with pseudo-sequence DRB3_0301. The binding affinity (normalized) is 0.327. (6) The peptide sequence is AFKVPATAANAAPAN. The MHC is DRB1_0701 with pseudo-sequence DRB1_0701. The binding affinity (normalized) is 0.241.